This data is from Forward reaction prediction with 1.9M reactions from USPTO patents (1976-2016). The task is: Predict the product of the given reaction. (1) Given the reactants Cl[CH2:2][C:3]1[CH:8]=[CH:7][CH:6]=[CH:5][C:4]=1[F:9].[Cl:10][C:11]1[CH:16]=[C:15]([NH:17][C:18]2[C:27]3[C:22](=[CH:23][CH:24]=[CH:25][C:26]=3[O:28][CH2:29][C@@H:30]3[CH2:34][CH2:33][CH2:32][N:31]3[C:35](=[O:38])[CH2:36][OH:37])[N:21]=[CH:20][N:19]=2)[CH:14]=[CH:13][C:12]=1[OH:39], predict the reaction product. The product is: [Cl:10][C:11]1[CH:16]=[C:15]([NH:17][C:18]2[C:27]3[C:22](=[CH:23][CH:24]=[CH:25][C:26]=3[O:28][CH2:29][C@@H:30]3[CH2:34][CH2:33][CH2:32][N:31]3[C:35](=[O:38])[CH2:36][OH:37])[N:21]=[CH:20][N:19]=2)[CH:14]=[CH:13][C:12]=1[O:39][CH2:2][C:3]1[CH:8]=[CH:7][CH:6]=[CH:5][C:4]=1[F:9]. (2) Given the reactants [CH:1]1([C:6]([N:8]2[CH2:13][CH:12]=[C:11]([C:14]3[C:22]4[C:17](=[N:18][CH:19]=[C:20]([N+:24]([O-])=O)[C:21]=4[CH3:23])[N:16]([CH3:27])[CH:15]=3)[CH2:10][C:9]2([CH3:29])[CH3:28])=[O:7])[CH2:5][CH2:4][CH2:3][CH2:2]1, predict the reaction product. The product is: [NH2:24][C:20]1[C:21]([CH3:23])=[C:22]2[C:14]([CH:11]3[CH2:12][CH2:13][N:8]([C:6]([CH:1]4[CH2:2][CH2:3][CH2:4][CH2:5]4)=[O:7])[C:9]([CH3:28])([CH3:29])[CH2:10]3)=[CH:15][N:16]([CH3:27])[C:17]2=[N:18][CH:19]=1. (3) Given the reactants Cl[CH2:2][CH2:3][CH2:4][S:5]([O:8][CH2:9][C:10]([CH3:27])([CH3:26])[C@@H:11]([O:22][C:23](=[O:25])[CH3:24])[C:12]([O:14][CH2:15][C:16]1[CH:17]=[N:18][CH:19]=[CH:20][CH:21]=1)=[O:13])(=[O:7])=[O:6].[N-:28]=[N+:29]=[N-:30].[Na+], predict the reaction product. The product is: [N:28]([CH2:2][CH2:3][CH2:4][S:5]([O:8][CH2:9][C:10]([CH3:27])([CH3:26])[C@@H:11]([O:22][C:23](=[O:25])[CH3:24])[C:12]([O:14][CH2:15][C:16]1[CH:17]=[N:18][CH:19]=[CH:20][CH:21]=1)=[O:13])(=[O:7])=[O:6])=[N+:29]=[N-:30]. (4) Given the reactants C(O[C:6](=[O:15])[NH:7][CH2:8][CH2:9][NH:10][S:11]([CH3:14])(=[O:13])=[O:12])(C)(C)C.FC(F)(F)C(O)=O.COC([C:27]1[C:36]([OH:37])=[C:35]2[C:30]([CH:31]=[CH:32][C:33](=[O:45])[N:34]2[CH2:38][C:39]2[CH:44]=[CH:43][CH:42]=[CH:41][CH:40]=2)=[CH:29][N:28]=1)=O, predict the reaction product. The product is: [CH3:14][S:11]([NH:10][CH2:9][CH2:8][NH:7][C:6]([C:27]1[C:36]([OH:37])=[C:35]2[C:30]([CH:31]=[CH:32][C:33](=[O:45])[N:34]2[CH2:38][C:39]2[CH:40]=[CH:41][CH:42]=[CH:43][CH:44]=2)=[CH:29][N:28]=1)=[O:15])(=[O:12])=[O:13]. (5) The product is: [Cl:43][C:40]1[CH:41]=[CH:42][C:37]2[N:36]([S:44]([C:47]3[CH:48]=[CH:49][C:50]([O:53][CH3:54])=[CH:51][CH:52]=3)(=[O:46])=[O:45])[C:35](=[O:55])[N:34]([CH:27]([C:28]3[CH:29]=[CH:30][CH:31]=[CH:32][CH:33]=3)[C:26](=[O:56])[N:23]3[CH2:24][CH2:25][C@@H:21]([N:18]4[CH2:17][CH2:16][NH:15][CH2:20][CH2:19]4)[CH2:22]3)[C:38]=2[CH:39]=1. Given the reactants ClC(OC(Cl)C)=O.C([N:15]1[CH2:20][CH2:19][N:18]([C@@H:21]2[CH2:25][CH2:24][N:23]([C:26](=[O:56])[CH:27]([N:34]3[C:38]4[CH:39]=[C:40]([Cl:43])[CH:41]=[CH:42][C:37]=4[N:36]([S:44]([C:47]4[CH:52]=[CH:51][C:50]([O:53][CH3:54])=[CH:49][CH:48]=4)(=[O:46])=[O:45])[C:35]3=[O:55])[C:28]3[CH:33]=[CH:32][CH:31]=[CH:30][CH:29]=3)[CH2:22]2)[CH2:17][CH2:16]1)C1C=CC=CC=1, predict the reaction product. (6) Given the reactants [C:1]([C:3]1[C:4](=[O:37])[C:5]([CH3:36])([CH3:35])[C@H:6]2[C@:23]([CH3:25])([CH:24]=1)[C:22]1[C@:9]([CH3:34])([C@@:10]3([CH3:33])[C@:19]([OH:27])([C:20](=[O:26])[CH:21]=1)[C@H:18]1[C@:13]([CH3:32])([CH2:14][CH2:15][C@:16]([CH3:31])([C:28](O)=[O:29])[CH2:17]1)[CH2:12][CH2:11]3)[CH2:8][CH2:7]2)#[N:2].[CH:38]([N:41](CC)C(C)C)(C)C.[O:47]1[C:51](NC)=[CH:50][N:49]=[CH:48]1, predict the reaction product. The product is: [C:1]([C:3]1[C:4](=[O:37])[C:5]([CH3:36])([CH3:35])[C@H:6]2[C@:23]([CH3:25])([CH:24]=1)[C:22]1[C@:9]([CH3:34])([C@@:10]3([CH3:33])[C@:19]([OH:27])([C:20](=[O:26])[CH:21]=1)[C@H:18]1[C@:13]([CH3:32])([CH2:14][CH2:15][C@:16]([CH3:31])([C:28]([NH:41][CH2:38][C:51]4[O:47][CH:48]=[N:49][CH:50]=4)=[O:29])[CH2:17]1)[CH2:12][CH2:11]3)[CH2:8][CH2:7]2)#[N:2].